From a dataset of Reaction yield outcomes from USPTO patents with 853,638 reactions. Predict the reaction yield, written as a fraction of the theoretical maximum amount of product (1.0 means a 100% yield; for example, 0.34 means a 34% yield). (1) The reactants are C(NC(C)C)(C)C.C([Li])CCC.[CH2:13]([SnH:17]([CH2:22][CH2:23][CH2:24][CH3:25])[CH2:18][CH2:19][CH2:20][CH3:21])[CH2:14][CH2:15][CH3:16].[CH2:26]=[O:27]. The product is [CH2:22]([Sn:17]([CH2:26][OH:27])([CH2:13][CH2:14][CH2:15][CH3:16])[CH2:18][CH2:19][CH2:20][CH3:21])[CH2:23][CH2:24][CH3:25]. The yield is 0.800. The catalyst is O.O1CCCC1. (2) The reactants are Cl[S:2]([C:5]1[CH:6]=[C:7]2[C:11](=[CH:12][CH:13]=1)[NH:10][C:9](=[O:14])[CH2:8]2)(=[O:4])=[O:3].[F:15][C:16]([F:25])([F:24])[C:17]1[CH:23]=[CH:22][C:20]([NH2:21])=[CH:19][CH:18]=1.N1C=CC=CC=1. The catalyst is ClCCl. The product is [F:15][C:16]([F:24])([F:25])[C:17]1[CH:18]=[CH:19][C:20]([NH:21][S:2]([C:5]2[CH:6]=[C:7]3[C:11](=[CH:12][CH:13]=2)[NH:10][C:9](=[O:14])[CH2:8]3)(=[O:4])=[O:3])=[CH:22][CH:23]=1. The yield is 0.370.